From a dataset of Full USPTO retrosynthesis dataset with 1.9M reactions from patents (1976-2016). Predict the reactants needed to synthesize the given product. (1) Given the product [CH3:24][O:25][CH2:26][CH2:27][C:28]1[O:32][C:5]([NH:4][C:8]([CH:10]2[C:11]3[CH:12]=[CH:13][CH:14]=[CH:15][C:16]=3[O:17][C:18]3[C:23]2=[CH:22][CH:21]=[CH:20][CH:19]=3)=[O:9])=[N:30][N:29]=1, predict the reactants needed to synthesize it. The reactants are: CC1C=[C:5](C)[N:4]([C:8]([CH:10]2[C:23]3[CH:22]=[CH:21][CH:20]=[CH:19][C:18]=3[O:17][C:16]3[C:11]2=[CH:12][CH:13]=[CH:14][CH:15]=3)=[O:9])N=1.[CH3:24][O:25][CH2:26][CH2:27][C:28]1[O:32]C(N)=[N:30][N:29]=1. (2) Given the product [Br:1][C:2]1[CH:3]=[CH:4][C:5]([Cl:11])=[C:6]([C:7]([C:19]2[CH:18]=[CH:17][C:16]3[O:12][CH2:13][CH2:14][C:15]=3[CH:20]=2)=[O:8])[CH:10]=1, predict the reactants needed to synthesize it. The reactants are: [Br:1][C:2]1[CH:3]=[CH:4][C:5]([Cl:11])=[C:6]([CH:10]=1)[C:7](Cl)=[O:8].[O:12]1[C:16]2[CH:17]=[CH:18][CH:19]=[CH:20][C:15]=2[CH2:14][CH2:13]1.[Cl-].[Cl-].[Cl-].[Al+3]. (3) Given the product [Cl:1][C:2]1[CH:7]=[C:6]([Cl:8])[CH:5]=[CH:4][C:3]=1[S:9]([NH:12][C:13]1[N:18]=[C:17]([Cl:38])[C:16]([S:20][C:21]2[CH:26]=[CH:25][C:24]([S:27]([N:30]3[CH2:35][CH2:34][CH2:33][CH2:32][CH2:31]3)(=[O:29])=[O:28])=[CH:23][CH:22]=2)=[CH:15][N:14]=1)(=[O:11])=[O:10], predict the reactants needed to synthesize it. The reactants are: [Cl:1][C:2]1[CH:7]=[C:6]([Cl:8])[CH:5]=[CH:4][C:3]=1[S:9]([NH:12][C:13]1[N:18]=[C:17](O)[C:16]([S:20][C:21]2[CH:26]=[CH:25][C:24]([S:27]([N:30]3[CH2:35][CH2:34][CH2:33][CH2:32][CH2:31]3)(=[O:29])=[O:28])=[CH:23][CH:22]=2)=[CH:15][N:14]=1)(=[O:11])=[O:10].O=P(Cl)(Cl)[Cl:38]. (4) Given the product [Br:32][CH2:33][C:34]1[CH:39]=[CH:38][C:37]([CH2:40][O:29][C:26]2[CH:25]=[CH:24][C:23]([N:13]3[CH:14]([C:15]4[CH:20]=[CH:19][C:18]([O:21][CH3:22])=[CH:17][CH:16]=4)[CH:11]([CH2:10][CH2:9][CH:8]([C:5]4[CH:4]=[CH:3][C:2]([F:1])=[CH:7][CH:6]=4)[OH:31])[C:12]3=[O:30])=[CH:28][CH:27]=2)=[CH:36][CH:35]=1, predict the reactants needed to synthesize it. The reactants are: [F:1][C:2]1[CH:7]=[CH:6][C:5]([CH:8]([OH:31])[CH2:9][CH2:10][CH:11]2[CH:14]([C:15]3[CH:20]=[CH:19][C:18]([O:21][CH3:22])=[CH:17][CH:16]=3)[N:13]([C:23]3[CH:28]=[CH:27][C:26]([OH:29])=[CH:25][CH:24]=3)[C:12]2=[O:30])=[CH:4][CH:3]=1.[Br:32][CH2:33][C:34]1[CH:39]=[CH:38][C:37]([CH2:40]Br)=[CH:36][CH:35]=1.C(=O)([O-])[O-].[K+].[K+].